Dataset: Peptide-MHC class I binding affinity with 185,985 pairs from IEDB/IMGT. Task: Regression. Given a peptide amino acid sequence and an MHC pseudo amino acid sequence, predict their binding affinity value. This is MHC class I binding data. The peptide sequence is FLQRTDLSY. The MHC is HLA-B53:01 with pseudo-sequence HLA-B53:01. The binding affinity (normalized) is 0.213.